Predict which catalyst facilitates the given reaction. From a dataset of Catalyst prediction with 721,799 reactions and 888 catalyst types from USPTO. Reactant: [NH3:1].C[O:3][C:4]([C@@H:6]1[O:10][C:9](=[O:11])[N:8]([C:12]2[CH:13]=[C:14]3[C:18](=[CH:19][CH:20]=2)[N:17]([CH3:21])[C:16](=[O:22])[CH2:15]3)[CH2:7]1)=O. Product: [CH3:21][N:17]1[C:18]2[C:14](=[CH:13][C:12]([N:8]3[CH2:7][C@H:6]([C:4]([NH2:1])=[O:3])[O:10][C:9]3=[O:11])=[CH:20][CH:19]=2)[CH2:15][C:16]1=[O:22]. The catalyst class is: 5.